Dataset: Catalyst prediction with 721,799 reactions and 888 catalyst types from USPTO. Task: Predict which catalyst facilitates the given reaction. (1) Reactant: [F:1][C:2]([F:14])([F:13])[O:3][C:4]1[CH:12]=[CH:11][C:7](C(O)=O)=[CH:6][CH:5]=1.CCN=C=NCCC[N:23]([CH3:25])C.Cl.C1C=CC2N([OH:36])N=NC=2C=1.CN1CCOCC1.N[C:45]1[CH:65]=[CH:64][CH:63]=[CH:62][C:46]=1[CH2:47][NH:48][C:49]1[C:58]2[C:53](=[C:54]([C:59]([NH2:61])=[O:60])[CH:55]=[CH:56][CH:57]=2)[N:52]=[CH:51][N:50]=1. Product: [F:14][C:2]([F:1])([F:13])[O:3][C:4]1[CH:5]=[C:6]([CH:7]=[CH:11][CH:12]=1)[C:25]([NH:23][C:65]1[CH:45]=[C:46]([CH:62]=[CH:63][CH:64]=1)[CH2:47][NH:48][C:49]1[C:58]2[C:53](=[C:54]([C:59]([NH2:61])=[O:60])[CH:55]=[CH:56][CH:57]=2)[N:52]=[CH:51][N:50]=1)=[O:36]. The catalyst class is: 3. (2) Reactant: [CH3:1][C:2]([CH3:4])=[O:3].[F:5][C:6]1[CH:14]=[C:13]([F:15])[CH:12]=[CH:11][C:7]=1[CH2:8][Mg]Br.[Cl-].[NH4+]. Product: [F:5][C:6]1[CH:14]=[C:13]([F:15])[CH:12]=[CH:11][C:7]=1[CH2:8][C:2]([CH3:4])([OH:3])[CH3:1]. The catalyst class is: 27. (3) Reactant: [CH3:1][N:2]([CH3:17])[CH2:3][CH2:4][NH:5][C:6]([C:8]1[C:13]([NH2:14])=[N:12][C:11]([NH2:15])=[C:10]([Cl:16])[N:9]=1)=[O:7].[Br:18][CH2:19][CH2:20][CH2:21][C:22]1[CH:43]=[CH:42][C:25]([O:26][CH2:27][CH2:28][CH2:29][C:30]2[CH:41]=[CH:40][C:33]([O:34][CH2:35][C@@H:36]([OH:39])[CH2:37][OH:38])=[CH:32][CH:31]=2)=[CH:24][CH:23]=1. Product: [Br-:18].[NH2:14][C:13]1[C:8]([C:6]([NH:5][CH2:4][CH2:3][N+:2]([CH2:19][CH2:20][CH2:21][C:22]2[CH:43]=[CH:42][C:25]([O:26][CH2:27][CH2:28][CH2:29][C:30]3[CH:31]=[CH:32][C:33]([O:34][CH2:35][C@@H:36]([OH:39])[CH2:37][OH:38])=[CH:40][CH:41]=3)=[CH:24][CH:23]=2)([CH3:17])[CH3:1])=[O:7])=[N:9][C:10]([Cl:16])=[C:11]([NH2:15])[N:12]=1. The catalyst class is: 131.